This data is from Reaction yield outcomes from USPTO patents with 853,638 reactions. The task is: Predict the reaction yield, written as a fraction of the theoretical maximum amount of product (1.0 means a 100% yield; for example, 0.34 means a 34% yield). (1) The reactants are [CH2:1]([O:3][C:4](=[O:12])[CH2:5][C:6]1[CH:11]=[CH:10][CH:9]=[CH:8][CH:7]=1)[CH3:2].C[Si]([N-][Si](C)(C)C)(C)C.[K+].[CH2:23]([O:25]C(OCC)CBr)[CH3:24].C(Cl)(Cl)Cl.C(O)(C(F)(F)F)=O.C([O-])([O-])=O.[K+].[K+]. The catalyst is CN(C=O)C.CCCC[N+](CCCC)(CCCC)CCCC.[I-].O.C(Cl)Cl. The product is [CH2:1]([O:3][C:4](=[O:12])[CH:5]([C:6]1[CH:11]=[CH:10][CH:9]=[CH:8][CH:7]=1)[CH2:24][CH:23]=[O:25])[CH3:2]. The yield is 0.880. (2) The product is [NH2:2][C:3]1[C:4]2[C:14]([O:15][CH2:16][C@H:17]3[CH2:22][CH2:21][CH2:20][N:19]([C:38]([CH:33]4[CH2:37][CH2:36][CH2:35][CH2:34]4)=[O:39])[CH2:18]3)=[CH:13][CH:12]=[CH:11][C:5]=2[NH:6][S:7](=[O:9])(=[O:10])[N:8]=1. The catalyst is O. The reactants are Cl.[NH2:2][C:3]1[C:4]2[C:14]([O:15][CH2:16][C@H:17]3[CH2:22][CH2:21][CH2:20][NH2+:19][CH2:18]3)=[CH:13][CH:12]=[CH:11][C:5]=2[NH:6][S:7](=[O:10])(=[O:9])[N:8]=1.C1COCC1.C([O-])(O)=O.[Na+].[CH:33]1([C:38](Cl)=[O:39])[CH2:37][CH2:36][CH2:35][CH2:34]1. The yield is 0.520. (3) The reactants are [H-].[Na+].[CH3:3][O:4][P:5]([CH2:9][C:10](=[O:12])[CH3:11])(=[O:8])[O:6][CH3:7].S([N:23]=[N+:24]=[N-])(C1C=CC(C)=CC=1)(=O)=O. The catalyst is C1COCC1. The product is [CH3:3][O:4][P:5]([C:9](=[N+:23]=[N-:24])[C:10](=[O:12])[CH3:11])(=[O:8])[O:6][CH3:7]. The yield is 0.810. (4) The reactants are [OH:1][C:2]1[C:9]([O:10][CH3:11])=[CH:8][C:5]([CH:6]=O)=[C:4]([O:12][CH3:13])[CH:3]=1.[NH:14]1[CH2:18][CH2:17][CH2:16][CH2:15]1.[BH-](OC(C)=O)(OC(C)=O)OC(C)=O.[Na+].OS([O-])(=O)=O.[Na+]. The catalyst is C(Cl)Cl.O. The product is [CH3:11][O:10][C:9]1[CH:8]=[C:5]([CH2:6][N:14]2[CH2:18][CH2:17][CH2:16][CH2:15]2)[C:4]([O:12][CH3:13])=[CH:3][C:2]=1[OH:1]. The yield is 0.580. (5) The reactants are Br[C:2]1[CH:7]=[CH:6][CH:5]=[C:4]([CH2:8][F:9])[N:3]=1.[Br:10][C:11]1[C:12]2[N:13]([CH:17]=[C:18]([CH2:20][CH2:21][C:22]#[CH:23])[N:19]=2)[CH:14]=[CH:15][CH:16]=1. No catalyst specified. The product is [Br:10][C:11]1[C:12]2[N:13]([CH:17]=[C:18]([CH2:20][CH2:21][C:22]#[C:23][C:2]3[CH:7]=[CH:6][CH:5]=[C:4]([CH2:8][F:9])[N:3]=3)[N:19]=2)[CH:14]=[CH:15][CH:16]=1. The yield is 0.100. (6) The reactants are [CH3:1][O:2][C:3]1[N:8]=[C:7]([O:9][CH3:10])[C:6](I)=[CH:5][N:4]=1.[Cl:12][C:13]1[C:18](B(O)O)=[CH:17][CH:16]=[C:15]([CH3:22])[N:14]=1.C([O-])([O-])=O.[Na+].[Na+].C1C=CC(P(C2C=CC=CC=2)C2C=CC=CC=2)=CC=1. The catalyst is C(O)CC.CC([O-])=O.CC([O-])=O.[Pd+2]. The product is [Cl:12][C:13]1[C:18]([C:6]2[C:7]([O:9][CH3:10])=[N:8][C:3]([O:2][CH3:1])=[N:4][CH:5]=2)=[CH:17][CH:16]=[C:15]([CH3:22])[N:14]=1. The yield is 1.00. (7) The reactants are [Br:1][C:2]1[CH:3]=[N:4][N:5]([CH3:16])[C:6]=1[C:7]1[CH:8]=[C:9]([C:13]([OH:15])=O)[S:10][C:11]=1[Cl:12].[NH2:17][C@@H:18]([CH2:31][C:32]1[CH:37]=[CH:36][CH:35]=[C:34]([F:38])[CH:33]=1)[CH2:19][N:20]1[C:28](=[O:29])[C:27]2[C:22](=[CH:23][CH:24]=[CH:25][CH:26]=2)[C:21]1=[O:30].CC(OC(N[C@H](C(O)=O)CC1C=CC=CC=1C(F)(F)F)=O)(C)C.C1CN([P+](Br)(N2CCCC2)N2CCCC2)CC1.F[P-](F)(F)(F)(F)F.CCN(C(C)C)C(C)C. The catalyst is C(Cl)(Cl)Cl. The product is [Br:1][C:2]1[CH:3]=[N:4][N:5]([CH3:16])[C:6]=1[C:7]1[CH:8]=[C:9]([C:13]([NH:17][C@@H:18]([CH2:31][C:32]2[CH:37]=[CH:36][CH:35]=[C:34]([F:38])[CH:33]=2)[CH2:19][N:20]2[C:28](=[O:29])[C:27]3[C:22](=[CH:23][CH:24]=[CH:25][CH:26]=3)[C:21]2=[O:30])=[O:15])[S:10][C:11]=1[Cl:12]. The yield is 0.450. (8) The reactants are Br[C:2]1[C:3]([F:19])=[CH:4][C:5]2[O:11][CH2:10][CH2:9][N:8]3[CH:12]=[C:13]([C:15]([NH2:17])=[O:16])[N:14]=[C:7]3[C:6]=2[CH:18]=1.[CH3:20][N:21]1[CH:25]=[C:24]([C:26]([OH:30])([C:28]#[CH:29])[CH3:27])[N:23]=[CH:22]1. No catalyst specified. The product is [F:19][C:3]1[C:2]([C:29]#[C:28][C:26]([OH:30])([C:24]2[N:23]=[CH:22][N:21]([CH3:20])[CH:25]=2)[CH3:27])=[CH:18][C:6]2[C:7]3[N:8]([CH:12]=[C:13]([C:15]([NH2:17])=[O:16])[N:14]=3)[CH2:9][CH2:10][O:11][C:5]=2[CH:4]=1. The yield is 0.110.